Dataset: TCR-epitope binding with 47,182 pairs between 192 epitopes and 23,139 TCRs. Task: Binary Classification. Given a T-cell receptor sequence (or CDR3 region) and an epitope sequence, predict whether binding occurs between them. (1) The epitope is NYSGVVTTVMF. The TCR CDR3 sequence is CASSHRDTYEQYF. Result: 0 (the TCR does not bind to the epitope). (2) The epitope is KAYNVTQAF. The TCR CDR3 sequence is CASSWDRAYEQYF. Result: 0 (the TCR does not bind to the epitope).